Predict which catalyst facilitates the given reaction. From a dataset of Catalyst prediction with 721,799 reactions and 888 catalyst types from USPTO. (1) Reactant: Cl[C:2]1[C:11]2[C:6](=[CH:7][C:8]([O:14][CH3:15])=[C:9]([O:12][CH3:13])[CH:10]=2)[N:5]=[CH:4][N:3]=1.Cl.[CH3:17][O:18][C:19]([C:21]1[CH:22]=[C:23]2[C:28](=[CH:29][CH:30]=1)[CH2:27][NH:26][CH2:25][CH2:24]2)=[O:20].C(=O)([O-])[O-].[K+].[K+]. Product: [CH3:13][O:12][C:9]1[CH:10]=[C:11]2[C:6](=[CH:7][C:8]=1[O:14][CH3:15])[N:5]=[CH:4][N:3]=[C:2]2[N:26]1[CH2:25][CH2:24][C:23]2[C:28](=[CH:29][CH:30]=[C:21]([C:19]([O:18][CH3:17])=[O:20])[CH:22]=2)[CH2:27]1. The catalyst class is: 80. (2) Reactant: Cl[C:2]1[C:7]2[O:8][CH2:9][CH2:10][NH:11][C:6]=2[N:5]=[CH:4][N:3]=1.[F:12][C:13]([F:18])([F:17])[C:14]([OH:16])=[O:15].[N:19]1([CH2:23][CH2:24][N:25]2[CH:29]=[C:28]([C:30]3[CH:35]=[CH:34][C:33]([F:36])=[C:32]([C:37]([F:40])([F:39])[F:38])[CH:31]=3)[N:27]=[C:26]2[CH:41]2[CH2:46][CH2:45][NH:44][CH2:43][CH2:42]2)[CH2:22][CH2:21][CH2:20]1.C(=O)([O-])[O-].[Cs+].[Cs+]. Product: [N:19]1([CH2:23][CH2:24][N:25]2[CH:29]=[C:28]([C:30]3[CH:35]=[CH:34][C:33]([F:36])=[C:32]([C:37]([F:40])([F:38])[F:39])[CH:31]=3)[N:27]=[C:26]2[CH:41]2[CH2:42][CH2:43][N:44]([C:2]3[C:7]4[O:8][CH2:9][CH2:10][NH:11][C:6]=4[N:5]=[CH:4][N:3]=3)[CH2:45][CH2:46]2)[CH2:20][CH2:21][CH2:22]1.[C:14]([OH:16])([C:13]([F:18])([F:17])[F:12])=[O:15]. The catalyst class is: 16.